From a dataset of NCI-60 drug combinations with 297,098 pairs across 59 cell lines. Regression. Given two drug SMILES strings and cell line genomic features, predict the synergy score measuring deviation from expected non-interaction effect. (1) Drug 1: CC1C(C(CC(O1)OC2CC(OC(C2O)C)OC3=CC4=CC5=C(C(=O)C(C(C5)C(C(=O)C(C(C)O)O)OC)OC6CC(C(C(O6)C)O)OC7CC(C(C(O7)C)O)OC8CC(C(C(O8)C)O)(C)O)C(=C4C(=C3C)O)O)O)O. Drug 2: C1C(C(OC1N2C=NC3=C2NC=NCC3O)CO)O. Cell line: M14. Synergy scores: CSS=22.1, Synergy_ZIP=0.186, Synergy_Bliss=1.20, Synergy_Loewe=-20.2, Synergy_HSA=-0.533. (2) Drug 1: CC12CCC(CC1=CCC3C2CCC4(C3CC=C4C5=CN=CC=C5)C)O. Drug 2: C1CCC(C1)C(CC#N)N2C=C(C=N2)C3=C4C=CNC4=NC=N3. Cell line: SK-OV-3. Synergy scores: CSS=1.18, Synergy_ZIP=-0.690, Synergy_Bliss=2.21, Synergy_Loewe=0.126, Synergy_HSA=1.61. (3) Drug 1: CCC(=C(C1=CC=CC=C1)C2=CC=C(C=C2)OCCN(C)C)C3=CC=CC=C3.C(C(=O)O)C(CC(=O)O)(C(=O)O)O. Drug 2: CC1=C(N=C(N=C1N)C(CC(=O)N)NCC(C(=O)N)N)C(=O)NC(C(C2=CN=CN2)OC3C(C(C(C(O3)CO)O)O)OC4C(C(C(C(O4)CO)O)OC(=O)N)O)C(=O)NC(C)C(C(C)C(=O)NC(C(C)O)C(=O)NCCC5=NC(=CS5)C6=NC(=CS6)C(=O)NCCC[S+](C)C)O. Cell line: CCRF-CEM. Synergy scores: CSS=1.10, Synergy_ZIP=3.96, Synergy_Bliss=8.69, Synergy_Loewe=-11.2, Synergy_HSA=-0.345. (4) Drug 1: C1CC(=O)NC(=O)C1N2CC3=C(C2=O)C=CC=C3N. Synergy scores: CSS=48.0, Synergy_ZIP=5.50, Synergy_Bliss=4.31, Synergy_Loewe=-28.0, Synergy_HSA=4.01. Cell line: 786-0. Drug 2: CC1C(C(CC(O1)OC2CC(CC3=C2C(=C4C(=C3O)C(=O)C5=CC=CC=C5C4=O)O)(C(=O)C)O)N)O.